Dataset: Forward reaction prediction with 1.9M reactions from USPTO patents (1976-2016). Task: Predict the product of the given reaction. (1) Given the reactants [Br:1][C:2]1[CH:27]=[CH:26][C:5]([O:6][C:7]2[CH:12]=[CH:11][CH:10]=[CH:9][C:8]=2[NH:13][S:14]([C:17]2[CH:25]=[CH:24][C:20]([C:21]([OH:23])=O)=[CH:19][CH:18]=2)(=[O:16])=[O:15])=[CH:4][CH:3]=1.[CH3:28][C:29]1[N:34]=[C:33]([N:35]2[CH2:40][CH2:39][N:38]([CH2:41][CH2:42][NH2:43])[CH2:37][CH2:36]2)[CH:32]=[CH:31][CH:30]=1, predict the reaction product. The product is: [Br:1][C:2]1[CH:3]=[CH:4][C:5]([O:6][C:7]2[CH:12]=[CH:11][CH:10]=[CH:9][C:8]=2[NH:13][S:14]([C:17]2[CH:18]=[CH:19][C:20]([C:21]([NH:43][CH2:42][CH2:41][N:38]3[CH2:37][CH2:36][N:35]([C:33]4[CH:32]=[CH:31][CH:30]=[C:29]([CH3:28])[N:34]=4)[CH2:40][CH2:39]3)=[O:23])=[CH:24][CH:25]=2)(=[O:15])=[O:16])=[CH:26][CH:27]=1. (2) Given the reactants [CH2:1]([O:8][C:9]1[CH:10]=[CH:11][C:12]([C:22]#[N:23])=[C:13]2[C:17]=1[NH:16][CH2:15][C:14]2([CH2:20][CH3:21])[CH2:18][CH3:19])[C:2]1[CH:7]=[CH:6][CH:5]=[CH:4][CH:3]=1.Br[C:25]1[CH:30]=[CH:29][CH:28]=[CH:27][C:26]=1[N+:31]([O-])=O.C1C=CC(P(C2C(C3C(P(C4C=CC=CC=4)C4C=CC=CC=4)=CC=C4C=3C=CC=C4)=C3C(C=CC=C3)=CC=2)C2C=CC=CC=2)=CC=1.C([O-])([O-])=O.[Cs+].[Cs+].[Cl-].[NH4+], predict the reaction product. The product is: [NH2:31][C:26]1[CH:27]=[CH:28][CH:29]=[CH:30][C:25]=1[N:16]1[C:17]2[C:9]([O:8][CH2:1][C:2]3[CH:3]=[CH:4][CH:5]=[CH:6][CH:7]=3)=[CH:10][CH:11]=[C:12]([C:22]#[N:23])[C:13]=2[C:14]([CH2:18][CH3:19])([CH2:20][CH3:21])[CH2:15]1.